From a dataset of Forward reaction prediction with 1.9M reactions from USPTO patents (1976-2016). Predict the product of the given reaction. Given the reactants CO[C:3](=[O:24])[C:4]1[CH:9]=[CH:8][C:7]([O:10][CH2:11][C:12]2[C:13]([C:17]3[CH:22]=[CH:21][C:20]([F:23])=[CH:19][CH:18]=3)=[N:14][O:15][CH:16]=2)=[N:6][CH:5]=1.[NH2:25][CH2:26][CH:27]1[CH2:29][CH2:28]1, predict the reaction product. The product is: [CH:27]1([CH2:26][NH:25][C:3](=[O:24])[C:4]2[CH:9]=[CH:8][C:7]([O:10][CH2:11][C:12]3[C:13]([C:17]4[CH:18]=[CH:19][C:20]([F:23])=[CH:21][CH:22]=4)=[N:14][O:15][CH:16]=3)=[N:6][CH:5]=2)[CH2:29][CH2:28]1.